Dataset: hERG potassium channel inhibition data for cardiac toxicity prediction from Karim et al.. Task: Regression/Classification. Given a drug SMILES string, predict its toxicity properties. Task type varies by dataset: regression for continuous values (e.g., LD50, hERG inhibition percentage) or binary classification for toxic/non-toxic outcomes (e.g., AMES mutagenicity, cardiotoxicity, hepatotoxicity). Dataset: herg_karim. (1) The molecule is CCOC(=O)C1=C(CN2CCOCC2)NC(c2nccs2)=NC1c1ccc(F)cc1Br. The result is 1 (blocker). (2) The compound is COc1ccccc1Oc1cccc(CN2CCC3(CC2)CCN(C(=O)c2ccc(Cl)cc2)CC3)c1. The result is 1 (blocker). (3) The compound is CCN(CC)CCOc1ccc(/C(=C(/Cl)c2ccccc2)c2ccccc2)cc1. The result is 1 (blocker). (4) The drug is Cc1cccnc1[C@H](C)c1c(CCN(C)C)sc2ccccc12. The result is 1 (blocker). (5) The compound is N[C@H](C(=O)N1CCSC1)[C@H]1CC[C@H](NC(=O)c2cccc3ccccc23)CC1. The result is 0 (non-blocker).